Regression. Given two drug SMILES strings and cell line genomic features, predict the synergy score measuring deviation from expected non-interaction effect. From a dataset of NCI-60 drug combinations with 297,098 pairs across 59 cell lines. (1) Drug 1: C1=CC(=CC=C1CC(C(=O)O)N)N(CCCl)CCCl.Cl. Drug 2: CS(=O)(=O)CCNCC1=CC=C(O1)C2=CC3=C(C=C2)N=CN=C3NC4=CC(=C(C=C4)OCC5=CC(=CC=C5)F)Cl. Cell line: M14. Synergy scores: CSS=0.749, Synergy_ZIP=1.28, Synergy_Bliss=3.78, Synergy_Loewe=-1.19, Synergy_HSA=-0.885. (2) Drug 1: CS(=O)(=O)C1=CC(=C(C=C1)C(=O)NC2=CC(=C(C=C2)Cl)C3=CC=CC=N3)Cl. Drug 2: CC12CCC(CC1=CCC3C2CCC4(C3CC=C4C5=CN=CC=C5)C)O. Cell line: NCI-H322M. Synergy scores: CSS=3.10, Synergy_ZIP=5.82, Synergy_Bliss=3.89, Synergy_Loewe=1.42, Synergy_HSA=1.85. (3) Drug 1: CC12CCC(CC1=CCC3C2CCC4(C3CC=C4C5=CN=CC=C5)C)O. Drug 2: C1=CC(=C2C(=C1NCCNCCO)C(=O)C3=C(C=CC(=C3C2=O)O)O)NCCNCCO. Cell line: K-562. Synergy scores: CSS=71.6, Synergy_ZIP=11.9, Synergy_Bliss=9.73, Synergy_Loewe=-2.26, Synergy_HSA=12.0. (4) Drug 1: CC1=CC2C(CCC3(C2CCC3(C(=O)C)OC(=O)C)C)C4(C1=CC(=O)CC4)C. Drug 2: CC1C(C(CC(O1)OC2CC(OC(C2O)C)OC3=CC4=CC5=C(C(=O)C(C(C5)C(C(=O)C(C(C)O)O)OC)OC6CC(C(C(O6)C)O)OC7CC(C(C(O7)C)O)OC8CC(C(C(O8)C)O)(C)O)C(=C4C(=C3C)O)O)O)O. Cell line: OVCAR-8. Synergy scores: CSS=-0.284, Synergy_ZIP=3.93, Synergy_Bliss=5.78, Synergy_Loewe=4.85, Synergy_HSA=4.49. (5) Drug 1: CC1=C(C=C(C=C1)C(=O)NC2=CC(=CC(=C2)C(F)(F)F)N3C=C(N=C3)C)NC4=NC=CC(=N4)C5=CN=CC=C5. Drug 2: C1CCC(C(C1)N)N.C(=O)(C(=O)[O-])[O-].[Pt+4]. Cell line: SN12C. Synergy scores: CSS=23.7, Synergy_ZIP=-7.82, Synergy_Bliss=-3.47, Synergy_Loewe=-10.4, Synergy_HSA=-6.60. (6) Drug 1: CC1C(C(CC(O1)OC2CC(OC(C2O)C)OC3=CC4=CC5=C(C(=O)C(C(C5)C(C(=O)C(C(C)O)O)OC)OC6CC(C(C(O6)C)O)OC7CC(C(C(O7)C)O)OC8CC(C(C(O8)C)O)(C)O)C(=C4C(=C3C)O)O)O)O. Drug 2: N.N.Cl[Pt+2]Cl. Cell line: MDA-MB-435. Synergy scores: CSS=70.9, Synergy_ZIP=-5.31, Synergy_Bliss=-1.22, Synergy_Loewe=0.680, Synergy_HSA=0.238. (7) Drug 2: C1CC(=O)NC(=O)C1N2C(=O)C3=CC=CC=C3C2=O. Synergy scores: CSS=5.44, Synergy_ZIP=-2.30, Synergy_Bliss=2.41, Synergy_Loewe=-3.79, Synergy_HSA=0.815. Drug 1: CC1=C(N=C(N=C1N)C(CC(=O)N)NCC(C(=O)N)N)C(=O)NC(C(C2=CN=CN2)OC3C(C(C(C(O3)CO)O)O)OC4C(C(C(C(O4)CO)O)OC(=O)N)O)C(=O)NC(C)C(C(C)C(=O)NC(C(C)O)C(=O)NCCC5=NC(=CS5)C6=NC(=CS6)C(=O)NCCC[S+](C)C)O. Cell line: SK-OV-3. (8) Drug 1: CC1=C2C(C(=O)C3(C(CC4C(C3C(C(C2(C)C)(CC1OC(=O)C(C(C5=CC=CC=C5)NC(=O)C6=CC=CC=C6)O)O)OC(=O)C7=CC=CC=C7)(CO4)OC(=O)C)O)C)OC(=O)C. Synergy scores: CSS=34.3, Synergy_ZIP=-2.71, Synergy_Bliss=-1.72, Synergy_Loewe=-7.92, Synergy_HSA=2.05. Cell line: ACHN. Drug 2: CC1CCCC2(C(O2)CC(NC(=O)CC(C(C(=O)C(C1O)C)(C)C)O)C(=CC3=CSC(=N3)C)C)C.